This data is from Reaction yield outcomes from USPTO patents with 853,638 reactions. The task is: Predict the reaction yield, written as a fraction of the theoretical maximum amount of product (1.0 means a 100% yield; for example, 0.34 means a 34% yield). The reactants are Br[C:2]1[CH:3]=[C:4]([CH3:15])[C:5]([N:10]2[CH:14]=[N:13][CH:12]=[N:11]2)=[C:6]([CH:9]=1)[C:7]#[N:8].C(=O)([O-])[O-].[K+].[K+].[C:22]1(P(C2C=CC=CC=2)C2C=CC=CC=2)C=CC=C[CH:23]=1. The catalyst is C1(C)C=CC=CC=1. The product is [CH3:15][C:4]1[C:5]([N:10]2[CH:14]=[N:13][CH:12]=[N:11]2)=[C:6]([CH:9]=[C:2]([CH:22]=[CH2:23])[CH:3]=1)[C:7]#[N:8]. The yield is 0.520.